This data is from Reaction yield outcomes from USPTO patents with 853,638 reactions. The task is: Predict the reaction yield, written as a fraction of the theoretical maximum amount of product (1.0 means a 100% yield; for example, 0.34 means a 34% yield). The reactants are [CH2:1]([O:3][C:4](=[O:20])[CH2:5][CH2:6][CH2:7][S:8][C:9]1[NH:10][C:11]2[CH:17]=[C:16]([O:18][CH3:19])[CH:15]=[CH:14][C:12]=2[N:13]=1)[CH3:2].C(N(C(C)C)CC)(C)C.[CH3:30][C:31]1[C:39]2[C:38]([CH2:40]Br)=[CH:37][S:36][C:35]=2[CH:34]=[CH:33][CH:32]=1.C(=O)(O)[O-].[Na+]. The catalyst is C1(C)C=CC=CC=1. The product is [CH2:1]([O:3][C:4](=[O:20])[CH2:5][CH2:6][CH2:7][S:8][C:9]1[N:13]([CH2:40][C:38]2[C:39]3[C:31]([CH3:30])=[CH:32][CH:33]=[CH:34][C:35]=3[S:36][CH:37]=2)[C:12]2[CH:14]=[CH:15][C:16]([O:18][CH3:19])=[CH:17][C:11]=2[N:10]=1)[CH3:2].[CH2:1]([O:3][C:4](=[O:20])[CH2:5][CH2:6][CH2:7][S:8][C:9]1[N:10]([CH2:40][C:38]2[C:39]3[C:31]([CH3:30])=[CH:32][CH:33]=[CH:34][C:35]=3[S:36][CH:37]=2)[C:11]2[CH:17]=[C:16]([O:18][CH3:19])[CH:15]=[CH:14][C:12]=2[N:13]=1)[CH3:2]. The yield is 0.170.